From a dataset of NCI-60 drug combinations with 297,098 pairs across 59 cell lines. Regression. Given two drug SMILES strings and cell line genomic features, predict the synergy score measuring deviation from expected non-interaction effect. (1) Drug 1: CC1C(C(=O)NC(C(=O)N2CCCC2C(=O)N(CC(=O)N(C(C(=O)O1)C(C)C)C)C)C(C)C)NC(=O)C3=C4C(=C(C=C3)C)OC5=C(C(=O)C(=C(C5=N4)C(=O)NC6C(OC(=O)C(N(C(=O)CN(C(=O)C7CCCN7C(=O)C(NC6=O)C(C)C)C)C)C(C)C)C)N)C. Drug 2: CN1C2=C(C=C(C=C2)N(CCCl)CCCl)N=C1CCCC(=O)O.Cl. Cell line: 786-0. Synergy scores: CSS=4.09, Synergy_ZIP=-1.77, Synergy_Bliss=2.37, Synergy_Loewe=-23.6, Synergy_HSA=-0.452. (2) Drug 1: C1=CC(=CC=C1CC(C(=O)O)N)N(CCCl)CCCl.Cl. Drug 2: CC(C)CN1C=NC2=C1C3=CC=CC=C3N=C2N. Cell line: SN12C. Synergy scores: CSS=12.4, Synergy_ZIP=-3.18, Synergy_Bliss=1.37, Synergy_Loewe=0.301, Synergy_HSA=0.220. (3) Drug 1: C1C(C(OC1N2C=NC3=C(N=C(N=C32)Cl)N)CO)O. Drug 2: C1CCC(C(C1)N)N.C(=O)(C(=O)[O-])[O-].[Pt+4]. Cell line: DU-145. Synergy scores: CSS=45.5, Synergy_ZIP=-10.2, Synergy_Bliss=-2.74, Synergy_Loewe=-0.768, Synergy_HSA=2.69. (4) Drug 1: CN(CC1=CN=C2C(=N1)C(=NC(=N2)N)N)C3=CC=C(C=C3)C(=O)NC(CCC(=O)O)C(=O)O. Drug 2: COC1=NC(=NC2=C1N=CN2C3C(C(C(O3)CO)O)O)N. Cell line: SW-620. Synergy scores: CSS=39.5, Synergy_ZIP=-0.101, Synergy_Bliss=-2.21, Synergy_Loewe=-47.8, Synergy_HSA=-2.00. (5) Drug 1: CN(CCCl)CCCl.Cl. Drug 2: CN(C(=O)NC(C=O)C(C(C(CO)O)O)O)N=O. Cell line: SW-620. Synergy scores: CSS=23.2, Synergy_ZIP=-6.99, Synergy_Bliss=-0.410, Synergy_Loewe=-6.20, Synergy_HSA=0.557. (6) Drug 1: CC12CCC(CC1=CCC3C2CCC4(C3CC=C4C5=CN=CC=C5)C)O. Cell line: MALME-3M. Synergy scores: CSS=8.93, Synergy_ZIP=0.228, Synergy_Bliss=6.18, Synergy_Loewe=4.71, Synergy_HSA=4.91. Drug 2: CC12CCC3C(C1CCC2O)C(CC4=C3C=CC(=C4)O)CCCCCCCCCS(=O)CCCC(C(F)(F)F)(F)F. (7) Drug 1: CN1CCC(CC1)COC2=C(C=C3C(=C2)N=CN=C3NC4=C(C=C(C=C4)Br)F)OC. Drug 2: CN(C)N=NC1=C(NC=N1)C(=O)N. Cell line: UACC-257. Synergy scores: CSS=-8.39, Synergy_ZIP=1.63, Synergy_Bliss=-5.66, Synergy_Loewe=-16.4, Synergy_HSA=-11.4. (8) Drug 1: C1C(C(OC1N2C=NC(=NC2=O)N)CO)O. Drug 2: CC12CCC3C(C1CCC2OP(=O)(O)O)CCC4=C3C=CC(=C4)OC(=O)N(CCCl)CCCl.[Na+]. Cell line: LOX IMVI. Synergy scores: CSS=19.5, Synergy_ZIP=-10.1, Synergy_Bliss=-12.4, Synergy_Loewe=-3.21, Synergy_HSA=-4.49.